This data is from Full USPTO retrosynthesis dataset with 1.9M reactions from patents (1976-2016). The task is: Predict the reactants needed to synthesize the given product. (1) Given the product [Cl:14][C:15]1[CH:20]=[CH:19][C:18]([CH2:21][C:22]([OH:24])=[O:23])=[CH:17][C:16]=1[O:25][C:7]1[CH:8]=[C:9]([C:10]([F:13])([F:12])[F:11])[CH:2]=[CH:3][C:4]=1[C:5]#[N:6], predict the reactants needed to synthesize it. The reactants are: F[C:2]1[CH:3]=[C:4]([CH:7]=[CH:8][C:9]=1[C:10]([F:13])([F:12])[F:11])[C:5]#[N:6].[Cl:14][C:15]1[CH:20]=[CH:19][C:18]([CH2:21][C:22]([OH:24])=[O:23])=[CH:17][C:16]=1[OH:25]. (2) Given the product [Br:1][C:2]1[CH:3]=[C:4]([O:9][CH2:10][CH2:11][CH2:12][O:13][CH3:14])[C:5]([O:8][CH3:16])=[N:6][CH:7]=1, predict the reactants needed to synthesize it. The reactants are: [Br:1][C:2]1[CH:3]=[C:4]([O:9][CH2:10][CH2:11][CH2:12][O:13][CH3:14])[C:5](=[O:8])[NH:6][CH:7]=1.I[CH3:16]. (3) Given the product [CH3:1][C:2]1([CH3:14])[C:6]([CH3:7])([CH3:8])[O:5][B:4]([C:9]2[CH:13]=[N:12][N:11]([CH:22]([CH3:25])[C:23]#[N:24])[CH:10]=2)[O:3]1, predict the reactants needed to synthesize it. The reactants are: [CH3:1][C:2]1([CH3:14])[C:6]([CH3:8])([CH3:7])[O:5][B:4]([C:9]2[CH:10]=[N:11][NH:12][CH:13]=2)[O:3]1.C(=O)([O-])[O-].[Cs+].[Cs+].Br[CH:22]([CH3:25])[C:23]#[N:24]. (4) Given the product [CH:1]1[C:6]([Cl:7])=[C:5]([NH:8][C:9]2[C:14]([N+:15]([O-:17])=[O:16])=[C:13]([Cl:18])[C:12]([C:19]([F:20])([F:21])[F:22])=[CH:11][C:10]=2[N+:23]([O-:25])=[O:24])[N:4]=[CH:3][C:2]=1[C:26]([F:29])([F:27])[F:28].[C:30]1([O:40][CH3:41])[C:31](=[CH:33][CH:34]=[C:35]([CH:39]=1)[CH2:36][CH:37]=[CH2:38])[OH:32], predict the reactants needed to synthesize it. The reactants are: [CH:1]1[C:6]([Cl:7])=[C:5]([NH:8][C:9]2[C:14]([N+:15]([O-:17])=[O:16])=[C:13]([Cl:18])[C:12]([C:19]([F:22])([F:21])[F:20])=[CH:11][C:10]=2[N+:23]([O-:25])=[O:24])[N:4]=[CH:3][C:2]=1[C:26]([F:29])([F:28])[F:27].[C:30]1([O:40][CH3:41])[C:31](=[CH:33][CH:34]=[C:35]([CH:39]=1)[CH2:36][CH:37]=[CH2:38])[OH:32].C1(O)CCCCC1.C(OS(C1C=CC=CC=1)(=O)=O)CCCCCCCCCCC.[Ca]. (5) Given the product [Cl:1][C:2]1[C:7]([NH:8][C:9]2[N:14]=[C:13]([NH:15][CH:16]3[CH2:17][CH2:18]3)[C:12]3=[N:19][CH:20]=[C:21]([C:22]#[N:23])[N:11]3[N:10]=2)=[CH:6][C:5]([C:24]#[N:25])=[CH:4][C:3]=1[N:26]1[CH2:31][CH2:30][C@@H:29]([NH:32][S:33]([CH3:36])(=[O:35])=[O:34])[C@H:28]([OH:37])[CH2:27]1, predict the reactants needed to synthesize it. The reactants are: [Cl:1][C:2]1[C:7]([NH:8][C:9]2[N:14]=[C:13]([NH:15][CH:16]3[CH2:18][CH2:17]3)[C:12]3=[N:19][CH:20]=[C:21]([C:22]#[N:23])[N:11]3[N:10]=2)=[CH:6][C:5]([C:24]#[N:25])=[CH:4][C:3]=1[N:26]1[CH2:31][CH2:30][C@@H:29]([NH:32][S:33]([CH3:36])(=[O:35])=[O:34])[C@H:28]([O:37][Si](C(C)C)(C(C)C)C(C)C)[CH2:27]1. (6) Given the product [NH2:8][C:5]1[CH:4]=[CH:3][C:2]([Cl:1])=[CH:7][C:6]=1[C:22](=[O:23])[C:21]([F:30])([F:29])[F:20], predict the reactants needed to synthesize it. The reactants are: [Cl:1][C:2]1[CH:7]=[CH:6][C:5]([NH:8]C(=O)C(C)(C)C)=[CH:4][CH:3]=1.[Li]CCCC.[F:20][C:21]([F:30])([F:29])[C:22](N1C=CN=C1)=[O:23].[Cl-].[NH4+].[OH-].[NH4+]. (7) Given the product [F:1][C:2]1[CH:10]=[C:9]([N+:11]([O-:13])=[O:12])[CH:8]=[CH:7][C:3]=1[C:4]([NH2:15])=[O:5], predict the reactants needed to synthesize it. The reactants are: [F:1][C:2]1[CH:10]=[C:9]([N+:11]([O-:13])=[O:12])[CH:8]=[CH:7][C:3]=1[C:4](O)=[O:5].C[N:15](C=O)C.C(Cl)(=O)C(Cl)=O.